The task is: Predict the reactants needed to synthesize the given product.. This data is from Full USPTO retrosynthesis dataset with 1.9M reactions from patents (1976-2016). (1) Given the product [Cl:1][C:2]1[CH:3]=[C:4]([CH:8]([C:20]2([OH:26])[CH2:21][CH2:22][CH2:23][CH2:24][CH2:25]2)[CH2:9][N:11]2[CH2:16][CH2:15][NH:14][CH2:13][CH2:12]2)[CH:5]=[CH:6][CH:7]=1, predict the reactants needed to synthesize it. The reactants are: [Cl:1][C:2]1[CH:3]=[C:4]([CH:8]([C:20]2([OH:26])[CH2:25][CH2:24][CH2:23][CH2:22][CH2:21]2)[C:9]([N:11]2[CH2:16][CH2:15][N:14](C([O-])=O)[CH2:13][CH2:12]2)=O)[CH:5]=[CH:6][CH:7]=1.B.Cl.CO. (2) The reactants are: [OH-].[Na+].[CH2:3]([N:7]1[C:11]([C:12]#[N:13])=[C:10]([C:14]([O:16]CC)=[O:15])[N:9]=[C:8]1[N:19]1[CH2:24][CH2:23][N:22]([C:25]([O:27][C:28]([CH3:31])([CH3:30])[CH3:29])=[O:26])[CH2:21][CH2:20]1)[C:4]#[C:5][CH3:6]. Given the product [CH2:3]([N:7]1[C:11]([C:12]#[N:13])=[C:10]([C:14]([OH:16])=[O:15])[N:9]=[C:8]1[N:19]1[CH2:20][CH2:21][N:22]([C:25]([O:27][C:28]([CH3:31])([CH3:30])[CH3:29])=[O:26])[CH2:23][CH2:24]1)[C:4]#[C:5][CH3:6], predict the reactants needed to synthesize it. (3) Given the product [Cl:13][C:10]1[N:9]=[C:8]([C:14]2[NH:15][C:16]3[C:21]([CH:22]=2)=[C:20]([F:23])[CH:19]=[CH:18][CH:17]=3)[C:7]([CH:26]=[CH2:27])=[CH:12][N:11]=1, predict the reactants needed to synthesize it. The reactants are: FC(F)(F)S(O[C:7]1[C:8]([C:14]2[NH:15][C:16]3[C:21]([CH:22]=2)=[C:20]([F:23])[CH:19]=[CH:18][CH:17]=3)=[N:9][C:10]([Cl:13])=[N:11][CH:12]=1)(=O)=O.[CH2:26]([Sn](CCCC)(CCCC)C=C)[CH2:27]CC.[Li+].[Cl-]. (4) Given the product [CH3:26][S:23]([C:20]1[CH:21]=[CH:22][C:16]2[O:15][CH2:14][C@H:13]([CH2:12][N:27]3[CH2:32][CH2:31][CH2:30][CH2:29][CH2:28]3)[O:18][C:17]=2[CH:19]=1)(=[O:24])=[O:25], predict the reactants needed to synthesize it. The reactants are: CC1C=CC(S(O[CH2:12][C@@H:13]2[O:18][C:17]3[CH:19]=[C:20]([S:23]([CH3:26])(=[O:25])=[O:24])[CH:21]=[CH:22][C:16]=3[O:15][CH2:14]2)(=O)=O)=CC=1.[NH:27]1[CH2:32][CH2:31][CH2:30][CH2:29][CH2:28]1.Cl. (5) Given the product [C:14]1([CH:34]([O:28][C:25]2[CH:26]=[CH:27][C:22]([C:20]#[N:21])=[CH:23][CH:24]=2)[CH3:35])[CH:15]=[CH:16][CH:17]=[CH:18][CH:19]=1.[C:14]1([P:7]([C:1]2[CH:2]=[CH:3][CH:4]=[CH:5][CH:6]=2)[C:8]2[CH:13]=[CH:12][CH:11]=[CH:10][CH:9]=2)[CH:15]=[CH:16][CH:17]=[CH:18][CH:19]=1, predict the reactants needed to synthesize it. The reactants are: [C:1]1([P:7]([C:14]2[CH:19]=[CH:18][CH:17]=[CH:16][CH:15]=2)[C:8]2[CH:13]=[CH:12][CH:11]=[CH:10][CH:9]=2)[CH:6]=[CH:5][CH:4]=[CH:3][CH:2]=1.[C:20]([C:22]1[CH:27]=[CH:26][C:25]([OH:28])=[CH:24][CH:23]=1)#[N:21].N(C(OCC)=O)=NC(O[CH2:34][CH3:35])=O. (6) Given the product [C:2]1(=[O:1])[C:15]2[C:6](=[CH:7][C:8]3[C:13]([CH:14]=2)=[CH:12][CH:11]=[CH:10][CH:9]=3)[C:5](=[O:16])[CH:4]=[CH:3]1, predict the reactants needed to synthesize it. The reactants are: [OH:1][C:2]1[C:15]2[C:6](=[CH:7][C:8]3[C:13]([CH:14]=2)=[CH:12][CH:11]=[CH:10][CH:9]=3)[C:5]([OH:16])=[CH:4][CH:3]=1.[OH-].[K+]. (7) Given the product [CH2:1]([N:8]1[CH:9]([CH2:15][OH:16])[CH2:10][O:11][CH2:12][C:13]1=[O:14])[C:2]1[CH:3]=[CH:4][CH:5]=[CH:6][CH:7]=1, predict the reactants needed to synthesize it. The reactants are: [CH2:1]([N:8]1[C:13](=[O:14])[CH2:12][O:11][CH2:10][CH:9]1[C:15](O)=[O:16])[C:2]1[CH:7]=[CH:6][CH:5]=[CH:4][CH:3]=1.C(N(CC)CC)C.[BH4-].[Na+].Cl. (8) Given the product [CH3:2][C:3]1[CH:8]=[CH:7][C:6]([C:9]2[N:13]=[C:12]([CH2:14][N:15]([CH3:16])[S:30]([CH3:29])(=[O:32])=[O:31])[O:11][N:10]=2)=[CH:5][C:4]=1[NH:17][C:18]([C:20]1[N:24]2[CH:25]=[CH:26][CH:27]=[CH:28][C:23]2=[N:22][CH:21]=1)=[O:19], predict the reactants needed to synthesize it. The reactants are: Cl.[CH3:2][C:3]1[CH:8]=[CH:7][C:6]([C:9]2[N:13]=[C:12]([CH2:14][NH:15][CH3:16])[O:11][N:10]=2)=[CH:5][C:4]=1[NH:17][C:18]([C:20]1[N:24]2[CH:25]=[CH:26][CH:27]=[CH:28][C:23]2=[N:22][CH:21]=1)=[O:19].[CH3:29][S:30](Cl)(=[O:32])=[O:31].